Dataset: Catalyst prediction with 721,799 reactions and 888 catalyst types from USPTO. Task: Predict which catalyst facilitates the given reaction. (1) Reactant: [CH3:1][C:2]1([CH3:15])[C:11]2[C:6]3=[C:7]([NH:12][C:13](=[O:14])[N:5]3[CH2:4][CH2:3]1)[CH:8]=[CH:9][CH:10]=2.C(=O)([O-])[O-].[Cs+].[Cs+].C(Br)C=C(C)C.Br[CH2:29][CH2:30][C@H:31]([CH3:38])[CH2:32][CH2:33][CH:34]=[C:35]([CH3:37])[CH3:36].O. Product: [CH3:38][C@H:31]([CH2:32][CH2:33][CH:34]=[C:35]([CH3:37])[CH3:36])[CH2:30][CH2:29][N:12]1[C:7]2=[C:6]3[C:11](=[CH:10][CH:9]=[CH:8]2)[C:2]([CH3:15])([CH3:1])[CH2:3][CH2:4][N:5]3[C:13]1=[O:14]. The catalyst class is: 3. (2) Reactant: [C:1]([NH:4][C:5]1[S:6][C:7]([S:11](Cl)(=[O:13])=[O:12])=[C:8]([CH3:10])[N:9]=1)(=[O:3])[CH3:2].[C:15]([NH2:19])([CH3:18])([CH3:17])[CH3:16]. Product: [C:15]([NH:19][S:11]([C:7]1[S:6][C:5]([NH:4][C:1](=[O:3])[CH3:2])=[N:9][C:8]=1[CH3:10])(=[O:13])=[O:12])([CH3:18])([CH3:17])[CH3:16]. The catalyst class is: 34. (3) Product: [CH3:1][O:2][C:3]([C:5]1[C:10]([Br:11])=[C:9]([NH2:12])[CH:8]=[C:7]([C:18]2[CH:23]=[CH:22][C:21]([Cl:24])=[CH:20][C:19]=2[F:27])[N:6]=1)=[O:4]. Reactant: [CH3:1][O:2][C:3]([C:5]1[NH:6][CH:7]([C:18]2[CH:23]=[CH:22][C:21]([Cl:24])=[C:20](OC)[C:19]=2[F:27])[CH2:8]/[C:9](=[N:12]\OS(C)(=O)=O)/[C:10]=1[Br:11])=[O:4].C([O-])([O-])=O.[Na+].[Na+]. The catalyst class is: 86. (4) Reactant: Br[C:2]1[CH:21]=[CH:20][C:19]2[C:16]3=[C:17]4[C:18]5[C:9]([C:10](=[O:46])[N:11]([C:34]6[C:39]([CH:40]([CH3:42])[CH3:41])=[CH:38][CH:37]=[CH:36][C:35]=6[CH:43]([CH3:45])[CH3:44])[C:12](=[O:33])[C:13]=5[CH:14]=[C:15]3[O:22][C:23]3[CH:28]=[CH:27][C:26]([C:29]([CH3:32])([CH3:31])[CH3:30])=[CH:25][CH:24]=3)=[CH:8][C:7]([O:47][C:48]3[CH:53]=[CH:52][C:51]([C:54]([CH3:57])([CH3:56])[CH3:55])=[CH:50][CH:49]=3)=[C:6]4[C:5]3=[CH:58][CH:59]=[CH:60][C:3]=1[C:4]=23.NC1C=CC=CC=1S.C(=O)([O-])[O-].[K+].[K+].Cl. Product: [C:29]([C:26]1[CH:27]=[CH:28][C:23]([O:22][C:15]2[C:16]3[C:19]4[CH:20]=[CH:21][CH:2]=[C:3]5[CH:60]=[CH:59][CH:58]=[C:5]([C:4]=45)[C:6]4[C:17]=3[C:18]3[C:9](=[CH:8][C:7]=4[O:47][C:48]4[CH:53]=[CH:52][C:51]([C:54]([CH3:56])([CH3:55])[CH3:57])=[CH:50][CH:49]=4)[C:10](=[O:46])[N:11]([C:34]4[C:39]([CH:40]([CH3:42])[CH3:41])=[CH:38][CH:37]=[CH:36][C:35]=4[CH:43]([CH3:45])[CH3:44])[C:12](=[O:33])[C:13]=3[CH:14]=2)=[CH:24][CH:25]=1)([CH3:30])([CH3:31])[CH3:32]. The catalyst class is: 60. (5) Reactant: COC1C=C(C(C2C=CC(OC)=C(OC)C=2)=CC(OC)=O)C=CC=1OC.[CH2:27]([C:29]1[CH:30]=[C:31]([C:37](=O)[C:38]2[CH:43]=[CH:42][C:41]([O:44][CH3:45])=[C:40]([O:46][CH3:47])[CH:39]=2)[CH:32]=[CH:33][C:34]=1[CH2:35][CH3:36])[CH3:28].C(OP([CH2:57][C:58]#[N:59])(=O)OCC)C.C[Si](C)(C)[N-][Si](C)(C)C.[Li+]. Product: [CH2:27]([C:29]1[CH:30]=[C:31]([C:37]([C:38]2[CH:43]=[CH:42][C:41]([O:44][CH3:45])=[C:40]([O:46][CH3:47])[CH:39]=2)=[CH:57][C:58]#[N:59])[CH:32]=[CH:33][C:34]=1[CH2:35][CH3:36])[CH3:28]. The catalyst class is: 81. (6) Reactant: [Br:1][C:2]1[CH:3]=[C:4]([CH:6]=[CH:7][C:8]=1[O:9][C:10]([F:13])([F:12])[F:11])N.[CH2:14]=O.[C:16]([BH3-])#[N:17].[Na+]. Product: [Br:1][C:2]1[CH:3]=[C:4]([CH:6]=[CH:7][C:8]=1[O:9][C:10]([F:13])([F:12])[F:11])[N:17]([CH3:16])[CH3:14]. The catalyst class is: 15. (7) Reactant: CON(C)[C:4](=O)[C:5]1[CH:10]=[CH:9][C:8]([F:11])=[CH:7][C:6]=1[NH:12][CH2:13][CH2:14][CH2:15][CH3:16].[H-].[H-].[H-].[H-].[Li+].[Al+3].C1(P(=[CH:44][C:45]([O:47][CH3:48])=[O:46])(C2C=CC=CC=2)C2C=CC=CC=2)C=CC=CC=1. Product: [CH3:48][O:47][C:45](=[O:46])[CH:44]=[CH:4][C:5]1[CH:10]=[CH:9][C:8]([F:11])=[CH:7][C:6]=1[NH:12][CH2:13][CH2:14][CH2:15][CH3:16]. The catalyst class is: 182. (8) Reactant: [CH2:1]([C:6]1[CH:11]=[CH:10][C:9]([CH2:12][CH2:13][CH2:14][N:15]2C(=O)C3=CC=CC=C3C2=O)=[CH:8][CH:7]=1)[CH2:2][CH2:3][CH2:4][CH3:5]. Product: [CH2:1]([C:6]1[CH:7]=[CH:8][C:9]([CH2:12][CH2:13][CH2:14][NH2:15])=[CH:10][CH:11]=1)[CH2:2][CH2:3][CH2:4][CH3:5]. The catalyst class is: 494. (9) Reactant: [CH3:1][O:2][C:3]1[CH:8]=[CH:7][C:6]([CH3:9])=[CH:5][C:4]=1[CH2:10]O.C1(P([N:26]=[N+:27]=[N-:28])(C2C=CC=CC=2)=O)C=CC=CC=1.N12CCCN=C1CCCCC2.O. Product: [N:26]([CH2:10][C:4]1[CH:5]=[C:6]([CH3:9])[CH:7]=[CH:8][C:3]=1[O:2][CH3:1])=[N+:27]=[N-:28]. The catalyst class is: 11.